Dataset: Merck oncology drug combination screen with 23,052 pairs across 39 cell lines. Task: Regression. Given two drug SMILES strings and cell line genomic features, predict the synergy score measuring deviation from expected non-interaction effect. (1) Drug 2: CC(C)CC(NC(=O)C(Cc1ccccc1)NC(=O)c1cnccn1)B(O)O. Cell line: T47D. Synergy scores: synergy=-49.6. Drug 1: N.N.O=C(O)C1(C(=O)O)CCC1.[Pt]. (2) Drug 1: CCN(CC)CCNC(=O)c1c(C)[nH]c(C=C2C(=O)Nc3ccc(F)cc32)c1C. Drug 2: Cn1nnc2c(C(N)=O)ncn2c1=O. Cell line: SW620. Synergy scores: synergy=16.5. (3) Drug 1: NC1(c2ccc(-c3nc4ccn5c(=O)[nH]nc5c4cc3-c3ccccc3)cc2)CCC1. Drug 2: O=C(NOCC(O)CO)c1ccc(F)c(F)c1Nc1ccc(I)cc1F. Cell line: OV90. Synergy scores: synergy=29.7. (4) Drug 1: NC(=O)c1cccc2cn(-c3ccc(C4CCCNC4)cc3)nc12. Drug 2: CCc1c2c(nc3ccc(O)cc13)-c1cc3c(c(=O)n1C2)COC(=O)C3(O)CC. Cell line: KPL1. Synergy scores: synergy=10.3. (5) Drug 1: O=S1(=O)NC2(CN1CC(F)(F)F)C1CCC2Cc2cc(C=CCN3CCC(C(F)(F)F)CC3)ccc2C1. Drug 2: C#Cc1cccc(Nc2ncnc3cc(OCCOC)c(OCCOC)cc23)c1. Cell line: NCIH520. Synergy scores: synergy=2.24.